This data is from NCI-60 drug combinations with 297,098 pairs across 59 cell lines. The task is: Regression. Given two drug SMILES strings and cell line genomic features, predict the synergy score measuring deviation from expected non-interaction effect. (1) Drug 1: C1=CC(=C2C(=C1NCCNCCO)C(=O)C3=C(C=CC(=C3C2=O)O)O)NCCNCCO. Drug 2: CN(C(=O)NC(C=O)C(C(C(CO)O)O)O)N=O. Cell line: OVCAR-4. Synergy scores: CSS=16.6, Synergy_ZIP=-5.82, Synergy_Bliss=-1.83, Synergy_Loewe=-71.5, Synergy_HSA=-2.00. (2) Drug 1: C1CN1C2=NC(=NC(=N2)N3CC3)N4CC4. Drug 2: N.N.Cl[Pt+2]Cl. Cell line: SR. Synergy scores: CSS=89.0, Synergy_ZIP=2.12, Synergy_Bliss=2.09, Synergy_Loewe=1.57, Synergy_HSA=4.23. (3) Drug 1: C1=CC=C(C=C1)NC(=O)CCCCCCC(=O)NO. Drug 2: CC1CCCC2(C(O2)CC(NC(=O)CC(C(C(=O)C(C1O)C)(C)C)O)C(=CC3=CSC(=N3)C)C)C. Cell line: HCT116. Synergy scores: CSS=70.9, Synergy_ZIP=3.27, Synergy_Bliss=2.94, Synergy_Loewe=-4.73, Synergy_HSA=3.71. (4) Drug 1: CC1=CC2C(CCC3(C2CCC3(C(=O)C)OC(=O)C)C)C4(C1=CC(=O)CC4)C. Drug 2: CCC1(CC2CC(C3=C(CCN(C2)C1)C4=CC=CC=C4N3)(C5=C(C=C6C(=C5)C78CCN9C7C(C=CC9)(C(C(C8N6C=O)(C(=O)OC)O)OC(=O)C)CC)OC)C(=O)OC)O.OS(=O)(=O)O. Cell line: 786-0. Synergy scores: CSS=0.499, Synergy_ZIP=2.19, Synergy_Bliss=4.54, Synergy_Loewe=1.94, Synergy_HSA=1.80. (5) Drug 1: CCC1=C2CN3C(=CC4=C(C3=O)COC(=O)C4(CC)O)C2=NC5=C1C=C(C=C5)O. Drug 2: CN(C(=O)NC(C=O)C(C(C(CO)O)O)O)N=O. Cell line: RXF 393. Synergy scores: CSS=5.68, Synergy_ZIP=-0.313, Synergy_Bliss=0.749, Synergy_Loewe=-18.4, Synergy_HSA=-1.49. (6) Cell line: MALME-3M. Synergy scores: CSS=5.77, Synergy_ZIP=-2.01, Synergy_Bliss=-0.292, Synergy_Loewe=-1.30, Synergy_HSA=-1.29. Drug 1: CS(=O)(=O)C1=CC(=C(C=C1)C(=O)NC2=CC(=C(C=C2)Cl)C3=CC=CC=N3)Cl. Drug 2: C(=O)(N)NO. (7) Drug 1: CC1C(C(CC(O1)OC2CC(CC3=C2C(=C4C(=C3O)C(=O)C5=C(C4=O)C(=CC=C5)OC)O)(C(=O)CO)O)N)O.Cl. Drug 2: C1=CC(=CC=C1CCCC(=O)O)N(CCCl)CCCl. Cell line: COLO 205. Synergy scores: CSS=-2.06, Synergy_ZIP=0.715, Synergy_Bliss=1.52, Synergy_Loewe=-2.77, Synergy_HSA=-1.95. (8) Drug 1: CC1=C(C(=O)C2=C(C1=O)N3CC4C(C3(C2COC(=O)N)OC)N4)N. Drug 2: COCCOC1=C(C=C2C(=C1)C(=NC=N2)NC3=CC=CC(=C3)C#C)OCCOC.Cl. Cell line: HT29. Synergy scores: CSS=18.5, Synergy_ZIP=-7.17, Synergy_Bliss=-3.94, Synergy_Loewe=-34.9, Synergy_HSA=-6.27. (9) Drug 1: C1CCN(CC1)CCOC2=CC=C(C=C2)C(=O)C3=C(SC4=C3C=CC(=C4)O)C5=CC=C(C=C5)O. Drug 2: C(CN)CNCCSP(=O)(O)O. Cell line: SF-268. Synergy scores: CSS=12.2, Synergy_ZIP=8.67, Synergy_Bliss=10.6, Synergy_Loewe=8.25, Synergy_HSA=7.98.